Dataset: Catalyst prediction with 721,799 reactions and 888 catalyst types from USPTO. Task: Predict which catalyst facilitates the given reaction. (1) Reactant: CC(OI1(OC(C)=O)(OC(C)=O)OC(=O)C2C=CC=CC1=2)=O.[Br:23][C:24]1[C:25]([O:32][CH3:33])=[CH:26][C:27]([CH2:30][OH:31])=[N:28][CH:29]=1.[OH-].[Na+]. The catalyst class is: 2. Product: [Br:23][C:24]1[C:25]([O:32][CH3:33])=[CH:26][C:27]([CH:30]=[O:31])=[N:28][CH:29]=1. (2) Reactant: Cl[C:2]1[C:7]([C:8]([O:10][CH2:11][CH3:12])=[O:9])=[CH:6][CH:5]=[C:4]([C:13]2[CH:18]=[C:17]([O:19][CH2:20][CH:21]([CH3:23])[CH3:22])[CH:16]=[C:15]([F:24])[CH:14]=2)[N:3]=1.CC1(C)C(C)(C)OB([C:33]2[C:37]([CH3:39])([CH3:38])[CH2:36][CH:35]([CH3:40])[CH:34]=2)O1.C([O-])([O-])=O.[Na+].[Na+]. Product: [F:24][C:15]1[CH:14]=[C:13]([C:4]2[N:3]=[C:2]([C:33]3[C:37]([CH3:39])([CH3:38])[CH2:36][CH:35]([CH3:40])[CH:34]=3)[C:7]([C:8]([O:10][CH2:11][CH3:12])=[O:9])=[CH:6][CH:5]=2)[CH:18]=[C:17]([O:19][CH2:20][CH:21]([CH3:23])[CH3:22])[CH:16]=1. The catalyst class is: 117. (3) Reactant: [O:1]1[CH2:6][CH2:5][N:4]([C:7]2[S:8][N:9]=[C:10]3[CH:15]=[C:14](Br)[CH:13]=[N:12][C:11]=23)[CH2:3][CH2:2]1.[CH2:17]1[O:25][C:24]2[CH:23]=[CH:22][C:21](B(O)O)=[CH:20][C:19]=2[O:18]1.C([O-])([O-])=O.[K+].[K+]. Product: [O:18]1[C:19]2[CH:20]=[CH:21][C:22]([C:14]3[CH:13]=[N:12][C:11]4=[C:7]([N:4]5[CH2:5][CH2:6][O:1][CH2:2][CH2:3]5)[S:8][N:9]=[C:10]4[CH:15]=3)=[CH:23][C:24]=2[O:25][CH2:17]1. The catalyst class is: 73. (4) Reactant: C(O[C:4]([C:6]1[NH:7][C:8]([CH:12]=[C:13]2[C:21]3[C:16](=[CH:17][CH:18]=[CH:19][CH:20]=3)[NH:15][C:14]2=[O:22])=[C:9]([CH3:11])[CH:10]=1)=[O:5])C.[CH2:23]([CH2:25][NH2:26])[OH:24].O. Product: [OH:24][CH2:23][CH2:25][NH:26][C:4]([C:6]1[NH:7][C:8]([CH:12]=[C:13]2[C:21]3[C:16](=[CH:17][CH:18]=[CH:19][CH:20]=3)[NH:15][C:14]2=[O:22])=[C:9]([CH3:11])[CH:10]=1)=[O:5]. The catalyst class is: 10. (5) Reactant: CN1C2C(=CC(C3OC(CSCCOC4C=CC=CC=4)=NN=3)=CC=2)C=C1.[CH3:27][N:28]([CH3:56])[CH2:29][C:30]1[C:38]2[C:33](=[CH:34][CH:35]=[C:36]([C:39]3[O:40][C:41]([CH2:44][S:45][CH2:46][CH2:47][O:48][C:49]4[CH:54]=[CH:53][CH:52]=[CH:51][CH:50]=4)=[N:42][N:43]=3)[CH:37]=2)[N:32]([CH3:55])[CH:31]=1.CN(C)CC1C2C(=CC=C(C3OC(CSCCOC4C=CC=CC=4)=NN=3)C=2)NC=1.[C:86]([OH:91])(=[O:90])[C:87]([OH:89])=[O:88]. Product: [C:86]([OH:91])(=[O:90])[C:87]([OH:89])=[O:88].[CH3:27][N:28]([CH3:56])[CH2:29][C:30]1[C:38]2[C:33](=[CH:34][CH:35]=[C:36]([C:39]3[O:40][C:41]([CH2:44][S:45][CH2:46][CH2:47][O:48][C:49]4[CH:54]=[CH:53][CH:52]=[CH:51][CH:50]=4)=[N:42][N:43]=3)[CH:37]=2)[N:32]([CH3:55])[CH:31]=1. The catalyst class is: 21. (6) Product: [CH3:18][O:17][CH2:16][CH2:15][O:14][C:12]1[CH:13]=[C:8]2[CH:7]=[C:6]([C:4]([OH:5])=[O:3])[NH:19][C:9]2=[CH:10][N:11]=1. The catalyst class is: 36. Reactant: C([O:3][C:4]([C:6]1[NH:19][C:9]2=[CH:10][N:11]=[C:12]([O:14][CH2:15][CH2:16][O:17][CH3:18])[CH:13]=[C:8]2[CH:7]=1)=[O:5])C.[Li+].[OH-]. (7) Reactant: [CH2:1]([C@@H:8]1[C@@H:16]([CH2:17][C:18]2[CH:23]=[CH:22][CH:21]=[CH:20][CH:19]=2)[C@H:15]([CH3:24])[O:14][C:13](=[O:25])[C@@H:12]([NH:26]C(=O)OC(C)(C)C)[CH2:11][O:10][CH2:9]1)[C:2]1[CH:7]=[CH:6][CH:5]=[CH:4][CH:3]=1.[ClH:34]. Product: [Cl-:34].[CH2:1]([C@@H:8]1[C@@H:16]([CH2:17][C:18]2[CH:23]=[CH:22][CH:21]=[CH:20][CH:19]=2)[C@H:15]([CH3:24])[O:14][C:13](=[O:25])[C@@H:12]([NH3+:26])[CH2:11][O:10][CH2:9]1)[C:2]1[CH:7]=[CH:6][CH:5]=[CH:4][CH:3]=1. The catalyst class is: 2. (8) Reactant: Br[C:2]1[CH:3]=[CH:4][C:5]([O:14][CH3:15])=[C:6]([CH:13]=1)[O:7][C@H:8]1[CH2:12][CH2:11][O:10][CH2:9]1.C([Li])CCC.C[O:22][B:23](OC)[O:24]C. Product: [CH3:15][O:14][C:5]1[CH:4]=[CH:3][C:2]([B:23]([OH:24])[OH:22])=[CH:13][C:6]=1[O:7][C@H:8]1[CH2:12][CH2:11][O:10][CH2:9]1. The catalyst class is: 1. (9) Reactant: C([O:8][CH:9]1[C:15]2[CH:16]=[C:17]([Cl:20])[CH:18]=[CH:19][C:14]=2[C:13](=[O:21])[CH:12]=[CH:11][CH2:10]1)C1C=CC=CC=1. Product: [Cl:20][C:17]1[CH:18]=[CH:19][C:14]2[C:13](=[O:21])[CH2:12][CH2:11][CH2:10][CH:9]([OH:8])[C:15]=2[CH:16]=1. The catalyst class is: 99. (10) Reactant: [Cl:1][C:2]1[C:3]([F:31])=[C:4]([CH:8]2[C:12]([C:15]3[CH:20]=[CH:19][C:18]([Cl:21])=[CH:17][C:16]=3[F:22])([C:13]#[N:14])[CH:11]([CH2:23][C:24]([CH3:27])([CH3:26])[CH3:25])[NH:10][CH:9]2[C:28]([OH:30])=O)[CH:5]=[CH:6][CH:7]=1.CN(C(ON1N=NC2C=CC=NC1=2)=[N+](C)C)C.F[P-](F)(F)(F)(F)F.CCN(C(C)C)C(C)C.[C:65]([O:69][C:70](=[O:78])[C:71]1[CH:76]=[CH:75][CH:74]=[CH:73][C:72]=1[NH2:77])([CH3:68])([CH3:67])[CH3:66]. Product: [C:65]([O:69][C:70](=[O:78])[C:71]1[CH:76]=[CH:75][CH:74]=[CH:73][C:72]=1[NH:77][C:28]([C@H:9]1[C@H:8]([C:4]2[CH:5]=[CH:6][CH:7]=[C:2]([Cl:1])[C:3]=2[F:31])[C@:12]([C:15]2[CH:20]=[CH:19][C:18]([Cl:21])=[CH:17][C:16]=2[F:22])([C:13]#[N:14])[C@H:11]([CH2:23][C:24]([CH3:27])([CH3:25])[CH3:26])[NH:10]1)=[O:30])([CH3:68])([CH3:66])[CH3:67]. The catalyst class is: 2.